Dataset: Catalyst prediction with 721,799 reactions and 888 catalyst types from USPTO. Task: Predict which catalyst facilitates the given reaction. Reactant: C([O:8][C:9](=[O:30])[CH2:10][C:11]1[CH2:20][CH2:19][C:18]2[C:13](=[CH:14][C:15]([O:21][CH3:22])=[CH:16][CH:17]=2)[C:12]=1[CH2:23][C:24]1[CH:29]=[CH:28][CH:27]=[CH:26][CH:25]=1)C1C=CC=CC=1. Product: [CH2:23]([CH:12]1[C:13]2[C:18](=[CH:17][CH:16]=[C:15]([O:21][CH3:22])[CH:14]=2)[CH2:19][CH2:20][CH:11]1[CH2:10][C:9]([OH:30])=[O:8])[C:24]1[CH:29]=[CH:28][CH:27]=[CH:26][CH:25]=1. The catalyst class is: 320.